This data is from Catalyst prediction with 721,799 reactions and 888 catalyst types from USPTO. The task is: Predict which catalyst facilitates the given reaction. Reactant: [C:1]([CH2:3][C:4]([NH2:6])=[O:5])#[N:2].[H-].[Na+].[CH3:9][O:10][C:11]1[CH:16]=[CH:15][C:14]([N:17]=[C:18]=[S:19])=[CH:13][CH:12]=1.Br[CH2:21][C:22]([C:24]1[CH:29]=[CH:28][C:27]([Cl:30])=[CH:26][CH:25]=1)=[O:23].C(=O)([O-])[O-].[K+].[K+]. Product: [NH2:2][C:1]1[C:3]([C:4]([NH2:6])=[O:5])=[C:18]([NH:17][C:14]2[CH:13]=[CH:12][C:11]([O:10][CH3:9])=[CH:16][CH:15]=2)[S:19][C:21]=1[C:22](=[O:23])[C:24]1[CH:29]=[CH:28][C:27]([Cl:30])=[CH:26][CH:25]=1. The catalyst class is: 18.